From a dataset of Full USPTO retrosynthesis dataset with 1.9M reactions from patents (1976-2016). Predict the reactants needed to synthesize the given product. (1) Given the product [C:17]([O:21][C:22]([N:24]1[CH2:29][CH2:28][CH:27]([CH2:30][CH2:31][O:10][CH2:9][C:3]2[CH:4]=[CH:5][CH:6]=[C:7]([F:8])[C:2]=2[F:1])[CH2:26][CH2:25]1)=[O:23])([CH3:20])([CH3:19])[CH3:18], predict the reactants needed to synthesize it. The reactants are: [F:1][C:2]1[C:7]([F:8])=[CH:6][CH:5]=[CH:4][C:3]=1[CH2:9][OH:10].C(O[K])(C)(C)C.[C:17]([O:21][C:22]([N:24]1[CH2:29][CH2:28][CH:27]([CH2:30][CH2:31]OS(C)(=O)=O)[CH2:26][CH2:25]1)=[O:23])([CH3:20])([CH3:19])[CH3:18].[NH4+].[Cl-]. (2) Given the product [O:12]1[CH2:13][CH2:14][N:9]([C:2]2[N:3]=[N:4][C:5]([N:9]3[CH2:14][CH2:13][O:12][CH2:11][CH2:10]3)=[CH:6][CH:7]=2)[CH2:10][CH2:11]1, predict the reactants needed to synthesize it. The reactants are: Cl[C:2]1[N:3]=[N:4][C:5](Cl)=[CH:6][CH:7]=1.[NH:9]1[CH2:14][CH2:13][O:12][CH2:11][CH2:10]1. (3) Given the product [BrH:15].[Br:15][CH:7]1[C:2](=[O:1])[CH2:3][CH2:4][NH:5][CH2:6]1, predict the reactants needed to synthesize it. The reactants are: [O:1]=[C:2]1[CH2:7][CH2:6][N:5](C(OC(C)(C)C)=O)[CH2:4][CH2:3]1.[Br:15]Br. (4) Given the product [CH:21]([S:20][C:16]1[N:15]=[C:14]([C:12]2[S:4][C:3]3[CH:5]=[CH:6][CH:7]=[CH:8][C:2]=3[C:1](=[O:10])[N:13]=2)[CH:19]=[CH:18][CH:17]=1)([CH3:23])[CH3:22], predict the reactants needed to synthesize it. The reactants are: [C:1]([O:10]C)(=O)[C:2]1[C:3](=[CH:5][CH:6]=[CH:7][CH:8]=1)[SH:4].[C:12]([C:14]1[CH:19]=[CH:18][CH:17]=[C:16]([S:20][CH:21]([CH3:23])[CH3:22])[N:15]=1)#[N:13].C(N(CC)CC)C. (5) Given the product [CH:17]1([C:15]2[S:14][C:9]3[N:10]=[C:11]([CH3:13])[N:12]=[C:7]([CH2:6][NH:31][CH:26]4[CH2:30][CH2:29][CH2:28][CH2:27]4)[C:8]=3[CH:16]=2)[CH2:22][CH2:21][CH2:20][CH2:19][CH2:18]1, predict the reactants needed to synthesize it. The reactants are: CS(O[CH2:6][C:7]1[C:8]2[CH:16]=[C:15]([CH:17]3[CH2:22][CH2:21][CH2:20][CH2:19][CH2:18]3)[S:14][C:9]=2[N:10]=[C:11]([CH3:13])[N:12]=1)(=O)=O.CC#N.[CH:26]1([NH2:31])[CH2:30][CH2:29][CH2:28][CH2:27]1.